Dataset: Retrosynthesis with 50K atom-mapped reactions and 10 reaction types from USPTO. Task: Predict the reactants needed to synthesize the given product. Given the product COc1ccc(C(C)=CC#N)cc1, predict the reactants needed to synthesize it. The reactants are: CCOP(=O)(CC#N)OCC.COc1ccc(C(C)=O)cc1.